Predict the product of the given reaction. From a dataset of Forward reaction prediction with 1.9M reactions from USPTO patents (1976-2016). Given the reactants [F:1][C:2]1[CH:3]=[C:4]([CH:30]=[CH:31][C:32]=1[F:33])[CH2:5][NH:6][C:7]([C:9]1[C:17]2[C:12](=[CH:13][C:14]([O:18]C)=[CH:15][CH:16]=2)[N:11]([CH2:20][C:21]2[CH:26]=[CH:25][CH:24]=[CH:23][N:22]=2)[C:10]=1[CH:27]([CH3:29])[CH3:28])=[O:8].B(Br)(Br)Br, predict the reaction product. The product is: [F:1][C:2]1[CH:3]=[C:4]([CH:30]=[CH:31][C:32]=1[F:33])[CH2:5][NH:6][C:7]([C:9]1[C:17]2[C:12](=[CH:13][C:14]([OH:18])=[CH:15][CH:16]=2)[N:11]([CH2:20][C:21]2[CH:26]=[CH:25][CH:24]=[CH:23][N:22]=2)[C:10]=1[CH:27]([CH3:29])[CH3:28])=[O:8].